This data is from Full USPTO retrosynthesis dataset with 1.9M reactions from patents (1976-2016). The task is: Predict the reactants needed to synthesize the given product. (1) Given the product [NH2:25][C:21]1[CH:20]=[C:19]([C:6]2[C:7]3[CH:12]=[C:11]([C:13]4[CH:14]=[CH:15][CH:16]=[CH:17][CH:18]=4)[CH:10]=[CH:9][C:8]=3[N:2]([CH3:1])[C:3](=[O:28])[CH2:4][N:5]=2)[CH:24]=[CH:23][CH:22]=1, predict the reactants needed to synthesize it. The reactants are: [CH3:1][N:2]1[C:8]2[CH:9]=[CH:10][C:11]([C:13]3[CH:18]=[CH:17][CH:16]=[CH:15][CH:14]=3)=[CH:12][C:7]=2[C:6]([C:19]2[CH:24]=[CH:23][CH:22]=[C:21]([N+:25]([O-])=O)[CH:20]=2)=[N:5][CH2:4][C:3]1=[O:28]. (2) Given the product [CH3:13][C:14]1[NH:2][C:4]2[C:12]([C:15]=1[CH3:16])=[CH:11][CH:10]=[CH:9][C:5]=2[C:6]([OH:8])=[O:7], predict the reactants needed to synthesize it. The reactants are: Cl.[NH:2]([C:4]1[CH:12]=[CH:11][CH:10]=[CH:9][C:5]=1[C:6]([OH:8])=[O:7])N.[CH3:13][C:14](=O)[CH2:15][CH3:16].Cl.